From a dataset of Full USPTO retrosynthesis dataset with 1.9M reactions from patents (1976-2016). Predict the reactants needed to synthesize the given product. (1) Given the product [NH3:7].[N:17]1[C:16]2[S:20][CH:21]=[CH:22][C:15]=2[C:14]([N:11]2[CH2:10][CH2:9][CH:8]([NH2:7])[CH2:13][CH2:12]2)=[N:19][CH:18]=1, predict the reactants needed to synthesize it. The reactants are: C(OC(=O)[NH:7][CH:8]1[CH2:13][CH2:12][N:11]([C:14]2[C:15]3[CH:22]=[CH:21][S:20][C:16]=3[N:17]=[CH:18][N:19]=2)[CH2:10][CH2:9]1)(C)(C)C.CO. (2) Given the product [CH3:1][O:2][CH:3]([O:19][CH3:20])[C@:4]1([CH3:18])[C@@H:9]([OH:10])[C@H:8]([N:29]([C:23]2[CH:24]=[CH:25][C:26]([CH3:28])=[CH:27][C:22]=2[CH3:21])[CH2:30][C:31]2[NH:35][CH:34]=[CH:33][N:32]=2)[C:7]2[CH:11]=[C:12]([N+:15]([O-:17])=[O:16])[CH:13]=[CH:14][C:6]=2[O:5]1, predict the reactants needed to synthesize it. The reactants are: [CH3:1][O:2][CH:3]([O:19][CH3:20])[C@:4]1([CH3:18])[C@H:9]2[O:10][C@H:8]2[C:7]2[CH:11]=[C:12]([N+:15]([O-:17])=[O:16])[CH:13]=[CH:14][C:6]=2[O:5]1.[CH3:21][C:22]1[CH:27]=[C:26]([CH3:28])[CH:25]=[CH:24][C:23]=1[NH:29][CH2:30][C:31]1[NH:32][CH:33]=[CH:34][N:35]=1. (3) Given the product [CH3:23][N:24]1[CH:28]=[C:27]([C:2]2[CH:3]=[CH:4][C:5]3[N:6]([C:8]([CH:11]([C:13]4[CH:14]=[C:15]5[C:20](=[CH:21][CH:22]=4)[N:19]=[CH:18][CH:17]=[CH:16]5)[OH:12])=[CH:9][N:10]=3)[N:7]=2)[CH:26]=[N:25]1, predict the reactants needed to synthesize it. The reactants are: Cl[C:2]1[CH:3]=[CH:4][C:5]2[N:6]([C:8]([CH:11]([C:13]3[CH:14]=[C:15]4[C:20](=[CH:21][CH:22]=3)[N:19]=[CH:18][CH:17]=[CH:16]4)[OH:12])=[CH:9][N:10]=2)[N:7]=1.[CH3:23][N:24]1[CH:28]=[C:27](B2OC(C)(C)C(C)(C)O2)[CH:26]=[N:25]1.C([O-])([O-])=O.[Na+].[Na+].COCCOC. (4) Given the product [CH3:31][N:1]1[CH2:2][CH:3]=[C:4]([C:7]2[CH:8]=[C:9]3[C:14](=[CH:15][CH:16]=2)[N:13]=[CH:12][CH:11]=[C:10]3[NH:17][C:18]([NH:20][C:21]2[CH:26]=[CH:25][CH:24]=[C:23]([C:27]([F:29])([F:30])[F:28])[N:22]=2)=[O:19])[CH2:5][CH2:6]1, predict the reactants needed to synthesize it. The reactants are: [NH:1]1[CH2:6][CH:5]=[C:4]([C:7]2[CH:8]=[C:9]3[C:14](=[CH:15][CH:16]=2)[N:13]=[CH:12][CH:11]=[C:10]3[NH:17][C:18]([NH:20][C:21]2[CH:26]=[CH:25][CH:24]=[C:23]([C:27]([F:30])([F:29])[F:28])[N:22]=2)=[O:19])[CH2:3][CH2:2]1.[CH2:31]=O.[BH4-].[Na+].Cl. (5) Given the product [F:1][C:2]1[CH:38]=[C:37]([F:39])[CH:36]=[CH:35][C:3]=1[CH2:4][N:5]([CH2:28][CH2:29][CH2:30][CH2:31][CH2:32][CH2:33][CH3:34])[C:6](=[O:27])[CH2:7][CH2:8][C:9]1[CH:10]=[CH:11][C:12]([S:15][CH2:16][C:17]2[CH:26]=[CH:25][CH:24]=[CH:23][C:18]=2[C:19]([OH:21])=[O:20])=[CH:13][CH:14]=1, predict the reactants needed to synthesize it. The reactants are: [F:1][C:2]1[CH:38]=[C:37]([F:39])[CH:36]=[CH:35][C:3]=1[CH2:4][N:5]([CH2:28][CH2:29][CH2:30][CH2:31][CH2:32][CH2:33][CH3:34])[C:6](=[O:27])[CH2:7][CH2:8][C:9]1[CH:14]=[CH:13][C:12]([S:15][CH2:16][C:17]2[CH:26]=[CH:25][CH:24]=[CH:23][C:18]=2[C:19]([O:21]C)=[O:20])=[CH:11][CH:10]=1.[OH-].[K+].CCOC(C)=O. (6) Given the product [C:1]([O:5][C:6](=[O:34])[CH2:7][CH2:8][C@H:9]([NH:10][CH2:11][C:12]1[C:17]([NH2:18])=[CH:16][N:15]=[C:14]([O:21][C:22]2[CH:27]=[CH:26][CH:25]=[CH:24][CH:23]=2)[CH:13]=1)[CH:28]1[CH2:33][CH2:32][CH2:31][CH2:30][CH2:29]1)([CH3:4])([CH3:2])[CH3:3], predict the reactants needed to synthesize it. The reactants are: [C:1]([O:5][C:6](=[O:34])[CH2:7][CH2:8][C@@H:9]([CH:28]1[CH2:33][CH2:32][CH2:31][CH2:30][CH2:29]1)[NH:10][CH2:11][C:12]1[C:17]([N+:18]([O-])=O)=[CH:16][N:15]=[C:14]([O:21][C:22]2[CH:27]=[CH:26][CH:25]=[CH:24][CH:23]=2)[CH:13]=1)([CH3:4])([CH3:3])[CH3:2]. (7) Given the product [Cl:1][C:2]1[N:7]=[C:6]([C:17]#[C:16][C:18]2[CH:19]=[CH:20][C:21]([F:31])=[C:22]([NH:24][C:25](=[O:30])[C:26]([F:27])([F:28])[F:29])[CH:23]=2)[CH:5]=[CH:4][N:3]=1, predict the reactants needed to synthesize it. The reactants are: [Cl:1][C:2]1[N:7]=[C:6](Cl)[CH:5]=[CH:4][N:3]=1.C(N(CC)CC)C.[C:16]([C:18]1[CH:19]=[CH:20][C:21]([F:31])=[C:22]([NH:24][C:25](=[O:30])[C:26]([F:29])([F:28])[F:27])[CH:23]=1)#[CH:17]. (8) Given the product [ClH:34].[CH3:26][O:25][C:23]1[C:22]2[C:17](=[C:18]([O:27][CH3:28])[CH:19]=[CH:20][CH:21]=2)[N:16]=[C:15]([C:13]([N:10]2[CH2:11][CH2:12][C:7]3([CH2:6][C:5](=[O:33])[C:4]4[C:30](=[CH:31][CH:32]=[C:2]([NH:1][C:35]([O:37][CH3:38])=[O:36])[CH:3]=4)[O:29]3)[CH2:8][CH2:9]2)=[O:14])[CH:24]=1, predict the reactants needed to synthesize it. The reactants are: [NH2:1][C:2]1[CH:3]=[C:4]2[C:30](=[CH:31][CH:32]=1)[O:29][C:7]1([CH2:12][CH2:11][N:10]([C:13]([C:15]3[CH:24]=[C:23]([O:25][CH3:26])[C:22]4[C:17](=[C:18]([O:27][CH3:28])[CH:19]=[CH:20][CH:21]=4)[N:16]=3)=[O:14])[CH2:9][CH2:8]1)[CH2:6][C:5]2=[O:33].[Cl:34][C:35]([O:37][CH3:38])=[O:36].CC(OC(C)=O)=O.Cl. (9) Given the product [Br:1][C:2]1[CH:10]=[C:9]([OH:11])[CH:8]=[C:4]([CH2:5][OH:6])[CH:3]=1, predict the reactants needed to synthesize it. The reactants are: [Br:1][C:2]1[CH:3]=[C:4]([CH:8]=[C:9]([OH:11])[CH:10]=1)[C:5](O)=[O:6].[H-].[H-].[H-].[H-].[Li+].[Al+3].Cl. (10) Given the product [CH3:29][N:30]([CH3:35])[CH2:31][CH2:32][CH2:33][NH:34][C:26]([C:23]1[S:22][C:18]2[N:19]=[CH:20][N:21]=[C:16]([NH:15][C:14]3[C:9]([O:8][C@H:5]4[CH2:4][CH2:3][C@H:2]([OH:1])[CH2:7][CH2:6]4)=[N:10][CH:11]=[CH:12][CH:13]=3)[C:17]=2[C:24]=1[CH3:25])=[O:27], predict the reactants needed to synthesize it. The reactants are: [OH:1][C@H:2]1[CH2:7][CH2:6][C@H:5]([O:8][C:9]2[C:14]([NH:15][C:16]3[C:17]4[C:24]([CH3:25])=[C:23]([C:26](O)=[O:27])[S:22][C:18]=4[N:19]=[CH:20][N:21]=3)=[CH:13][CH:12]=[CH:11][N:10]=2)[CH2:4][CH2:3]1.[CH3:29][N:30]([CH3:35])[CH2:31][CH2:32][CH2:33][NH2:34].CN(C(ON1N=NC2C=CC=CC1=2)=[N+](C)C)C.[B-](F)(F)(F)F.